From a dataset of Catalyst prediction with 721,799 reactions and 888 catalyst types from USPTO. Predict which catalyst facilitates the given reaction. Reactant: [NH2:1][C:2]1[CH:11]=[C:10]([C:12]([O:14][CH3:15])=[O:13])[CH:9]=[CH:8][C:3]=1[C:4]([O:6]C)=O.CN1CC[O:20][CH2:19]C1.C(#N)C.[Cl:26][C:27]1[CH:34]=[C:33]([Cl:35])[CH:32]=[CH:31][C:28]=1[CH2:29][NH2:30]. Product: [Cl:26][C:27]1[CH:34]=[C:33]([Cl:35])[CH:32]=[CH:31][C:28]=1[CH2:29][N:30]1[C:4](=[O:6])[C:3]2[C:2](=[CH:11][C:10]([C:12]([O:14][CH3:15])=[O:13])=[CH:9][CH:8]=2)[NH:1][C:19]1=[O:20]. The catalyst class is: 7.